From a dataset of Full USPTO retrosynthesis dataset with 1.9M reactions from patents (1976-2016). Predict the reactants needed to synthesize the given product. (1) Given the product [CH3:34][O:33][CH2:32][C:30]1[N:31]=[C:25]2[CH:24]=[C:23]([NH:21][C:19]([C:6]3[N:7]([CH2:11][C:12]4[CH:17]=[CH:16][CH:15]=[C:14]([F:18])[CH:13]=4)[C:8]4[C:4]([CH:5]=3)=[CH:3][C:2]([F:1])=[CH:10][CH:9]=4)=[O:20])[CH:28]=[CH:27][N:26]2[CH:29]=1, predict the reactants needed to synthesize it. The reactants are: [F:1][C:2]1[CH:3]=[C:4]2[C:8](=[CH:9][CH:10]=1)[N:7]([CH2:11][C:12]1[CH:17]=[CH:16][CH:15]=[C:14]([F:18])[CH:13]=1)[C:6]([C:19]([NH2:21])=[O:20])=[CH:5]2.Br[C:23]1[CH:28]=[CH:27][N:26]2[CH:29]=[C:30]([CH2:32][O:33][CH3:34])[N:31]=[C:25]2[CH:24]=1.C(=O)([O-])[O-].[K+].[K+].[C@@H]1(N)CCCC[C@H]1N. (2) Given the product [C:1]([C:4]1[C:12]2[C:7](=[CH:8][CH:9]=[C:10]([NH:13][C:14]3[CH:15]=[N:16][CH:17]=[N:18][CH:19]=3)[CH:11]=2)[N:6]([CH2:20][C:21]([OH:23])=[O:22])[CH:5]=1)(=[O:3])[CH3:2], predict the reactants needed to synthesize it. The reactants are: [C:1]([C:4]1[C:12]2[C:7](=[CH:8][CH:9]=[C:10]([NH:13][C:14]3[CH:15]=[N:16][CH:17]=[N:18][CH:19]=3)[CH:11]=2)[N:6]([CH2:20][C:21]([O:23]C(C)(C)C)=[O:22])[CH:5]=1)(=[O:3])[CH3:2]. (3) Given the product [C:1]1([C:19]2[CH:24]=[CH:23][CH:22]=[CH:21][CH:20]=2)[CH:6]=[CH:5][C:4]([C:7]2[CH:8]=[C:9]([N+:16]([O-:18])=[O:17])[CH:10]=[C:11]3[C:15]=2[N:14]([CH3:25])[CH:13]=[CH:12]3)=[CH:3][CH:2]=1, predict the reactants needed to synthesize it. The reactants are: [C:1]1([C:19]2[CH:24]=[CH:23][CH:22]=[CH:21][CH:20]=2)[CH:6]=[CH:5][C:4]([C:7]2[CH:8]=[C:9]([N+:16]([O-:18])=[O:17])[CH:10]=[C:11]3[C:15]=2[NH:14][CH:13]=[CH:12]3)=[CH:3][CH:2]=1.[CH3:25]I.[H-].[Na+].O. (4) Given the product [C:34]([CH2:33][C:30]1[S:31][CH:32]=[C:28]([C:2]2[C:6]3[C:7]([O:13][CH3:14])=[N:8][CH:9]=[C:10]([C:11]#[N:12])[C:5]=3[N:4]([CH:15]3[CH2:19][CH2:18][CH2:17][CH2:16]3)[CH:3]=2)[CH:29]=1)#[N:35], predict the reactants needed to synthesize it. The reactants are: Br[C:2]1[C:6]2[CH:7]([O:13][CH3:14])[NH:8][CH:9]=[C:10]([C:11]#[N:12])[C:5]=2[N:4]([CH:15]2[CH2:19][CH2:18][CH2:17][CH2:16]2)[CH:3]=1.CC1(C)C(C)(C)OB([C:28]2[CH:29]=[C:30]([CH2:33][C:34]#[N:35])[S:31][CH:32]=2)O1.C(=O)([O-])[O-].[Na+].[Na+].COCCOC. (5) The reactants are: Cl[C:2]1[C:19]2[CH:18]=[CH:17][C:16]3[C:7](=[CH:8][CH:9]=[C:10]4[C:15]=3[N:14]=[C:13]([CH3:20])[CH:12]=[C:11]4Cl)[C:6]=2[N:5]=[C:4]([CH3:22])[CH:3]=1.CC1(C)C(C)(C)OB([C:31]2[CH:32]=[C:33]([C:37]3[CH:38]=[N:39][CH:40]=[CH:41][CH:42]=3)[CH:34]=[CH:35][CH:36]=2)O1.C(=O)([O-])[O-].[Na+].[Na+]. Given the product [CH3:22][C:4]1[CH:3]=[C:2]([C:31]2[CH:36]=[CH:35][CH:34]=[C:33]([C:37]3[CH:38]=[N:39][CH:40]=[CH:41][CH:42]=3)[CH:32]=2)[C:19]2[CH:18]=[CH:17][C:16]3[C:7]([C:6]=2[N:5]=1)=[CH:8][CH:9]=[C:10]1[C:15]=3[N:14]=[C:13]([CH3:20])[CH:12]=[C:11]1[C:35]1[CH:36]=[CH:31][CH:32]=[C:33]([C:37]2[CH:38]=[N:39][CH:40]=[CH:41][CH:42]=2)[CH:34]=1, predict the reactants needed to synthesize it. (6) Given the product [Br-:1].[C:10]([C:9]1[CH:12]=[CH:13][C:6]([O:5][CH2:4][CH2:3][CH2:2][N+:14]23[CH2:21][CH2:20][CH:17]([CH2:18][CH2:19]2)[C@@H:16]([O:22][C:23]([C:25]2([C:32]4[CH:33]=[CH:34][CH:35]=[CH:36][CH:37]=4)[CH2:31][CH2:30][CH2:29][CH2:28][CH2:27][CH2:26]2)=[O:24])[CH2:15]3)=[CH:7][CH:8]=1)#[N:11], predict the reactants needed to synthesize it. The reactants are: [Br:1][CH2:2][CH2:3][CH2:4][O:5][C:6]1[CH:13]=[CH:12][C:9]([C:10]#[N:11])=[CH:8][CH:7]=1.[N:14]12[CH2:21][CH2:20][CH:17]([CH2:18][CH2:19]1)[C@@H:16]([O:22][C:23]([C:25]1([C:32]3[CH:37]=[CH:36][CH:35]=[CH:34][CH:33]=3)[CH2:31][CH2:30][CH2:29][CH2:28][CH2:27][CH2:26]1)=[O:24])[CH2:15]2.